From a dataset of Forward reaction prediction with 1.9M reactions from USPTO patents (1976-2016). Predict the product of the given reaction. (1) Given the reactants [CH2:1]([C:3]1[CH:9]=[CH:8][C:6]([NH2:7])=[CH:5][CH:4]=1)[CH3:2].[Li]CCCC.[F:15][C:16]1[C:17]([F:25])=[C:18](F)[C:19]([F:23])=[C:20]([F:22])[CH:21]=1.Cl, predict the reaction product. The product is: [F:15][C:16]1[C:17]([F:25])=[CH:18][C:19]([F:23])=[C:20]([F:22])[C:21]=1[NH:7][C:6]1[CH:8]=[CH:9][C:3]([CH2:1][CH3:2])=[CH:4][CH:5]=1. (2) Given the reactants [C:1]([OH:6])(=[O:5])[C:2]([CH3:4])=O.N12CCN(CC1)CC2.[NH2:15][C:16]1[N:21]=[C:20]([CH3:22])[C:19]([CH2:23][NH:24][C:25](=[O:31])[O:26][C:27]([CH3:30])([CH3:29])[CH3:28])=[CH:18][C:17]=1I, predict the reaction product. The product is: [C:27]([O:26][C:25]([NH:24][CH2:23][C:19]1[CH:18]=[C:17]2[CH:4]=[C:2]([C:1]([OH:6])=[O:5])[NH:15][C:16]2=[N:21][C:20]=1[CH3:22])=[O:31])([CH3:30])([CH3:29])[CH3:28]. (3) The product is: [F:28][C:29]([F:33])([F:32])[CH2:30][NH:31][C:19]([C:17]1[S:18][C:13]2[C:12]([N:22]3[CH2:23][CH2:24][O:25][CH2:26][CH2:27]3)=[N:11][C:10]([C:5]3[CH:6]=[CH:7][CH:8]=[C:9]4[C:4]=3[CH:3]=[N:2][NH:1]4)=[N:15][C:14]=2[CH:16]=1)=[O:21]. Given the reactants [NH:1]1[C:9]2[C:4](=[C:5]([C:10]3[N:11]=[C:12]([N:22]4[CH2:27][CH2:26][O:25][CH2:24][CH2:23]4)[C:13]4[S:18][C:17]([C:19]([OH:21])=O)=[CH:16][C:14]=4[N:15]=3)[CH:6]=[CH:7][CH:8]=2)[CH:3]=[N:2]1.[F:28][C:29]([F:33])([F:32])[CH2:30][NH2:31], predict the reaction product. (4) Given the reactants [CH2:1]([C:5]1[C:9](/[CH:10]=[CH:11]/[C:12]2[S:13][C:14]([C:18](O)=[O:19])=[C:15]([CH3:17])[N:16]=2)=[C:8]([CH3:21])[O:7][N:6]=1)[CH2:2][CH2:3][CH3:4].C(N1C=CN=C1)([N:24]1C=CN=C1)=O.[OH-].[NH4+], predict the reaction product. The product is: [CH2:1]([C:5]1[C:9](/[CH:10]=[CH:11]/[C:12]2[S:13][C:14]([C:18]([NH2:24])=[O:19])=[C:15]([CH3:17])[N:16]=2)=[C:8]([CH3:21])[O:7][N:6]=1)[CH2:2][CH2:3][CH3:4]. (5) Given the reactants [Cl:1][C:2]1[CH:12]=[C:11]([F:13])[C:10]([F:14])=[CH:9][C:3]=1[C:4]([N:6]=[C:7]=[O:8])=[O:5].[CH3:15][O:16][C:17]1[CH:22]=[C:21]([C:23]2[NH:27][C:26]([CH3:28])=[N:25][N:24]=2)[CH:20]=[CH:19][C:18]=1[NH2:29], predict the reaction product. The product is: [Cl:1][C:2]1[CH:12]=[C:11]([F:13])[C:10]([F:14])=[CH:9][C:3]=1[C:4]([NH:6][C:7]([NH:29][C:18]1[CH:19]=[CH:20][C:21]([C:23]2[NH:27][C:26]([CH3:28])=[N:25][N:24]=2)=[CH:22][C:17]=1[O:16][CH3:15])=[O:8])=[O:5]. (6) Given the reactants [Cl:1][C:2]1[CH:7]=[C:6]([O:8][CH3:9])[C:5]([CH3:10])=[CH:4][C:3]=1[C:11]1[N:12]=[C:13]([C:17]2([C:20]3[CH:25]=[CH:24][CH:23]=[CH:22][C:21]=3[OH:26])[CH2:19][CH2:18]2)[S:14][C:15]=1[CH3:16].[H-].[Na+].Br[CH2:30][C:31]#[N:32], predict the reaction product. The product is: [Cl:1][C:2]1[CH:7]=[C:6]([O:8][CH3:9])[C:5]([CH3:10])=[CH:4][C:3]=1[C:11]1[N:12]=[C:13]([C:17]2([C:20]3[CH:25]=[CH:24][CH:23]=[CH:22][C:21]=3[O:26][CH2:30][C:31]#[N:32])[CH2:19][CH2:18]2)[S:14][C:15]=1[CH3:16]. (7) Given the reactants Cl[C:2]1[C:7]([C:8]([NH:10][C:11]2[CH:16]=[CH:15][C:14]([O:17][CH3:18])=[CH:13][CH:12]=2)=[O:9])=[CH:6][CH:5]=[CH:4][N:3]=1.[N:19]1[CH:24]=[CH:23][C:22]([N:25]2[CH2:30][CH2:29][CH:28]([CH2:31][NH2:32])[CH2:27][CH2:26]2)=[CH:21][CH:20]=1, predict the reaction product. The product is: [CH3:18][O:17][C:14]1[CH:15]=[CH:16][C:11]([NH:10][C:8]([C:7]2[C:2]([NH:32][CH2:31][CH:28]3[CH2:27][CH2:26][N:25]([C:22]4[CH:23]=[CH:24][N:19]=[CH:20][CH:21]=4)[CH2:30][CH2:29]3)=[N:3][CH:4]=[CH:5][CH:6]=2)=[O:9])=[CH:12][CH:13]=1.